Dataset: Forward reaction prediction with 1.9M reactions from USPTO patents (1976-2016). Task: Predict the product of the given reaction. (1) Given the reactants [F:1][C:2]1([S:12]([C:15]2[CH:20]=[C:19]([C:21]([F:24])([F:23])[F:22])[CH:18]=[C:17]([F:25])[CH:16]=2)(=[O:14])=[O:13])[CH2:11][CH2:10][C:5]2(OCC[O:6]2)[CH2:4][CH2:3]1.Cl, predict the reaction product. The product is: [F:1][C:2]1([S:12]([C:15]2[CH:20]=[C:19]([C:21]([F:22])([F:24])[F:23])[CH:18]=[C:17]([F:25])[CH:16]=2)(=[O:13])=[O:14])[CH2:11][CH2:10][C:5](=[O:6])[CH2:4][CH2:3]1. (2) Given the reactants [CH3:1][O:2][C:3](=[O:42])[CH2:4][C@H:5]([OH:41])[CH2:6][C:7](=[O:40])[CH:8]=[CH:9][C:10]1[N:11]([CH:37]([CH3:39])[CH3:38])[C:12]([C:29]([N:31]2[CH2:36][CH2:35][CH2:34][CH2:33][CH2:32]2)=[O:30])=[C:13]([C:22]2[CH:27]=[CH:26][C:25]([F:28])=[CH:24][CH:23]=2)[C:14]=1[C:15]1[CH:20]=[CH:19][C:18]([F:21])=[CH:17][CH:16]=1.C(B(CC)OC)C.[BH4-].[Na+], predict the reaction product. The product is: [CH3:1][O:2][C:3](=[O:42])[CH2:4][C@H:5]([OH:41])[CH2:6][C@H:7]([OH:40])[CH:8]=[CH:9][C:10]1[N:11]([CH:37]([CH3:38])[CH3:39])[C:12]([C:29]([N:31]2[CH2:36][CH2:35][CH2:34][CH2:33][CH2:32]2)=[O:30])=[C:13]([C:22]2[CH:27]=[CH:26][C:25]([F:28])=[CH:24][CH:23]=2)[C:14]=1[C:15]1[CH:16]=[CH:17][C:18]([F:21])=[CH:19][CH:20]=1. (3) Given the reactants [CH2:1]([S:8][C:9]1[C:10]([O:21][CH3:22])=[C:11](C(O)=O)[S:12][C:13]=1[C:14]([F:17])([F:16])[F:15])[C:2]1[CH:7]=[CH:6][CH:5]=[CH:4][CH:3]=1, predict the reaction product. The product is: [CH2:1]([S:8][C:9]1[C:10]([O:21][CH3:22])=[CH:11][S:12][C:13]=1[C:14]([F:17])([F:16])[F:15])[C:2]1[CH:3]=[CH:4][CH:5]=[CH:6][CH:7]=1. (4) Given the reactants [Si:1]([O:8][CH2:9][C:10]1[N:15]=[C:14]([CH3:16])[N:13]=[C:12]([C:17]([O:19]C)=O)[CH:11]=1)([C:4]([CH3:7])([CH3:6])[CH3:5])([CH3:3])[CH3:2].CCN(C(C)C)C(C)C.[F:30][C:31]1[CH:38]=[CH:37][C:34]([CH2:35][NH2:36])=[CH:33][C:32]=1[O:39][CH3:40], predict the reaction product. The product is: [Si:1]([O:8][CH2:9][C:10]1[N:15]=[C:14]([CH3:16])[N:13]=[C:12]([C:17]([NH:36][CH2:35][C:34]2[CH:37]=[CH:38][C:31]([F:30])=[C:32]([O:39][CH3:40])[CH:33]=2)=[O:19])[CH:11]=1)([C:4]([CH3:5])([CH3:6])[CH3:7])([CH3:2])[CH3:3]. (5) Given the reactants [Br:1][C:2]1[CH:16]=[C:15](/[CH:17]=[CH:18]/[CH:19]([C:24]2[CH:29]=[C:28]([Cl:30])[C:27]([Cl:31])=[C:26]([Cl:32])[CH:25]=2)[C:20]([F:23])([F:22])[F:21])[CH:14]=[CH:13][C:3]=1[C:4]([NH:6][CH:7]1[CH2:12][CH2:11][NH:10][CH2:9][CH2:8]1)=[O:5].Br[CH2:34][C:35]#[N:36], predict the reaction product. The product is: [Br:1][C:2]1[CH:16]=[C:15](/[CH:17]=[CH:18]/[CH:19]([C:24]2[CH:25]=[C:26]([Cl:32])[C:27]([Cl:31])=[C:28]([Cl:30])[CH:29]=2)[C:20]([F:23])([F:21])[F:22])[CH:14]=[CH:13][C:3]=1[C:4]([NH:6][CH:7]1[CH2:12][CH2:11][N:10]([CH2:34][C:35]#[N:36])[CH2:9][CH2:8]1)=[O:5]. (6) Given the reactants [F:1][C:2]1[CH:7]=[CH:6][C:5]([CH:8]([C:24]2[CH:29]=[CH:28][C:27]([F:30])=[CH:26][CH:25]=2)[CH:9]2[C:14](=[O:15])[CH2:13][CH2:12][N:11]([CH2:16][C:17]3[CH:22]=[CH:21][CH:20]=[CH:19][C:18]=3[OH:23])[CH2:10]2)=[CH:4][CH:3]=1.ClCCl.Br[CH2:35][F:36].C(=O)([O-])[O-].[K+].[K+].C(N(C(C)C)CC)(C)C, predict the reaction product. The product is: [F:1][C:2]1[CH:3]=[CH:4][C:5]([CH:8]([C:24]2[CH:25]=[CH:26][C:27]([F:30])=[CH:28][CH:29]=2)[CH:9]2[C:14](=[O:15])[CH2:13][CH2:12][N:11]([CH2:16][C:17]3[CH:22]=[CH:21][CH:20]=[CH:19][C:18]=3[O:23][CH2:35][F:36])[CH2:10]2)=[CH:6][CH:7]=1. (7) Given the reactants [CH2:1]([C:5]1[N:10]=[C:9]([CH3:11])[N:8]([C:12]2[CH:17]=[CH:16][C:15]([OH:18])=[CH:14][CH:13]=2)[C:7](=[O:19])[C:6]=1[CH2:20][C:21]1[CH:26]=[CH:25][C:24]([C:27]2[CH:32]=[CH:31][CH:30]=[CH:29][C:28]=2[C:33]2[NH:37][C:36](=[O:38])[O:35][N:34]=2)=[CH:23][CH:22]=1)[CH2:2][CH2:3][CH3:4].[Si]([O:46][CH:47]1[CH2:52][CH2:51][CH:50](O)[CH2:49][CH2:48]1)(C(C)(C)C)(C)C.C1(P(C2C=CC=CC=2)C2C=CC=CC=2)C=CC=CC=1.N(C(OC(C)C)=O)=NC(OC(C)C)=O, predict the reaction product. The product is: [CH2:1]([C:5]1[N:10]=[C:9]([CH3:11])[N:8]([C:12]2[CH:17]=[CH:16][C:15]([O:18][C@H:50]3[CH2:51][CH2:52][C@H:47]([OH:46])[CH2:48][CH2:49]3)=[CH:14][CH:13]=2)[C:7](=[O:19])[C:6]=1[CH2:20][C:21]1[CH:26]=[CH:25][C:24]([C:27]2[CH:32]=[CH:31][CH:30]=[CH:29][C:28]=2[C:33]2[NH:37][C:36](=[O:38])[O:35][N:34]=2)=[CH:23][CH:22]=1)[CH2:2][CH2:3][CH3:4].